This data is from Full USPTO retrosynthesis dataset with 1.9M reactions from patents (1976-2016). The task is: Predict the reactants needed to synthesize the given product. (1) Given the product [Cl:24][C:19]1[CH:20]=[C:21]([C:8](=[O:9])[CH2:7][CH2:6][C:5]([OH:10])=[O:11])[CH:22]=[CH:23][C:18]=1[O:17][CH2:16][C:15]([O:14][CH2:12][CH3:13])=[O:25], predict the reactants needed to synthesize it. The reactants are: [Al+3].[Cl-].[Cl-].[Cl-].[C:5]1(=[O:11])[O:10][C:8](=[O:9])[CH2:7][CH2:6]1.[CH2:12]([O:14][C:15](=[O:25])[CH2:16][O:17][C:18]1[CH:23]=[CH:22][CH:21]=[CH:20][C:19]=1[Cl:24])[CH3:13].Cl. (2) Given the product [O:28]1[C:32]2[CH:33]=[CH:34][C:35]([CH2:37][C:38]([NH:27][C@H:24]3[CH2:25][CH2:26][C@H:21]([CH2:20][CH2:19][N:16]4[CH2:17][CH2:18][N:13]([C:9]5[N:10]=[CH:11][CH:12]=[C:7]6[CH2:6][CH2:5][O:4][C:8]=56)[CH2:14][CH2:15]4)[CH2:22][CH2:23]3)=[O:39])=[CH:36][C:31]=2[O:30][CH2:29]1, predict the reactants needed to synthesize it. The reactants are: Cl.Cl.Cl.[O:4]1[C:8]2=[C:9]([N:13]3[CH2:18][CH2:17][N:16]([CH2:19][CH2:20][C@H:21]4[CH2:26][CH2:25][C@H:24]([NH2:27])[CH2:23][CH2:22]4)[CH2:15][CH2:14]3)[N:10]=[CH:11][CH:12]=[C:7]2[CH2:6][CH2:5]1.[O:28]1[C:32]2[CH:33]=[CH:34][C:35]([CH2:37][C:38](O)=[O:39])=[CH:36][C:31]=2[O:30][CH2:29]1.